From a dataset of Forward reaction prediction with 1.9M reactions from USPTO patents (1976-2016). Predict the product of the given reaction. (1) Given the reactants [CH2:1]([C:4]1[CH:9]=[CH:8][CH:7]=[CH:6][C:5]=1[CH2:10][CH:11]=C)[CH:2]=[CH2:3].ClC1C=C(C=CC=1)C(OO)=[O:18].[C:24]([O-:27])(O)=O.[Na+], predict the reaction product. The product is: [O:18]1[CH2:3][CH:2]1[CH2:1][C:4]1[CH:9]=[CH:8][CH:7]=[CH:6][C:5]=1[CH2:10][CH:11]1[CH2:24][O:27]1. (2) Given the reactants C([O:3][C:4]([C:6]1[CH:10]=[C:9]([C:11]2[CH:16]=[CH:15][C:14]([O:17][C:18]([F:21])([F:20])[F:19])=[CH:13][CH:12]=2)[N:8]([CH:22]([F:24])[F:23])[N:7]=1)=O)C.[H-].[Al+3].[Li+].[H-].[H-].[H-], predict the reaction product. The product is: [F:24][CH:22]([F:23])[N:8]1[C:9]([C:11]2[CH:12]=[CH:13][C:14]([O:17][C:18]([F:20])([F:19])[F:21])=[CH:15][CH:16]=2)=[CH:10][C:6]([CH2:4][OH:3])=[N:7]1. (3) Given the reactants [N+:1]([C:4]1[C:10](F)=[CH:9][C:8]([F:12])=[CH:7][C:5]=1[NH2:6])([O-:3])=[O:2].[NH:13]1[CH2:18][CH2:17][O:16][CH2:15][CH2:14]1.C(N(CC)CC)C, predict the reaction product. The product is: [F:12][C:8]1[CH:9]=[C:10]([N:13]2[CH2:18][CH2:17][O:16][CH2:15][CH2:14]2)[C:4]([N+:1]([O-:3])=[O:2])=[C:5]([NH2:6])[CH:7]=1. (4) Given the reactants [Cl:1][C:2]1[CH:7]=[CH:6][N:5]=[C:4]([C:8]([NH:10][CH3:11])=[O:9])[CH:3]=1.[NH:12]1[CH2:17][CH2:16][NH:15][CH2:14][CH2:13]1.C(=O)(O)[O-].[Na+].Cl.O1CCOCC1, predict the reaction product. The product is: [ClH:1].[CH3:11][NH:10][C:8]([C:4]1[CH:3]=[C:2]([N:12]2[CH2:17][CH2:16][NH:15][CH2:14][CH2:13]2)[CH:7]=[CH:6][N:5]=1)=[O:9].